This data is from Reaction yield outcomes from USPTO patents with 853,638 reactions. The task is: Predict the reaction yield, written as a fraction of the theoretical maximum amount of product (1.0 means a 100% yield; for example, 0.34 means a 34% yield). (1) The reactants are [NH2:1][C:2]1[CH:7]=[CH:6][C:5]([OH:8])=[CH:4][CH:3]=1.CC(C)([O-])C.[K+].Cl[C:16]1[CH:21]=[CH:20][N:19]=[C:18]([C:22]([NH:24][CH3:25])=[O:23])[CH:17]=1.C([O-])([O-])=O.[K+].[K+]. The catalyst is CN(C=O)C. The product is [CH3:25][NH:24][C:22]([C:18]1[CH:17]=[C:16]([O:8][C:5]2[CH:6]=[CH:7][C:2]([NH2:1])=[CH:3][CH:4]=2)[CH:21]=[CH:20][N:19]=1)=[O:23]. The yield is 0.840. (2) The reactants are F[C:2]1[C:7]([F:8])=[CH:6][C:5]([C:9]2[O:10][C:11]([C:14]3[C:15]([C:20]4[CH:25]=[CH:24][CH:23]=[CH:22][CH:21]=4)=[N:16][O:17][C:18]=3[CH3:19])=[N:12][N:13]=2)=[C:4]([O:26][CH3:27])[CH:3]=1.[NH2:28][CH2:29][CH2:30][N:31]1[CH2:35][CH2:34][CH2:33][C:32]1=[O:36]. No catalyst specified. The product is [F:8][C:7]1[CH:6]=[C:5]([C:9]2[O:10][C:11]([C:14]3[C:15]([C:20]4[CH:25]=[CH:24][CH:23]=[CH:22][CH:21]=4)=[N:16][O:17][C:18]=3[CH3:19])=[N:12][N:13]=2)[C:4]([O:26][CH3:27])=[CH:3][C:2]=1[NH:28][CH2:29][CH2:30][N:31]1[CH2:35][CH2:34][CH2:33][C:32]1=[O:36]. The yield is 0.890. (3) The reactants are [CH2:1]([NH:8][CH2:9][C:10]1[CH:15]=[CH:14][CH:13]=[CH:12][CH:11]=1)[C:2]1[CH:7]=[CH:6][CH:5]=[CH:4][CH:3]=1.ON1C2C=CC=CC=2N=N1.Cl.C(N=C=NCCCN(C)C)C.[C:38]([O:42][C:43]([NH:45][CH:46]1[CH2:51][CH2:50][CH2:49][CH:48]([C:52]([OH:54])=O)[CH2:47]1)=[O:44])([CH3:41])([CH3:40])[CH3:39]. The catalyst is ClCCl.C(OCC)(=O)C. The product is [CH2:9]([N:8]([CH2:1][C:2]1[CH:7]=[CH:6][CH:5]=[CH:4][CH:3]=1)[C:52]([CH:48]1[CH2:49][CH2:50][CH2:51][CH:46]([NH:45][C:43]([O:42][C:38]([CH3:39])([CH3:40])[CH3:41])=[O:44])[CH2:47]1)=[O:54])[C:10]1[CH:15]=[CH:14][CH:13]=[CH:12][CH:11]=1. The yield is 0.910. (4) The reactants are [CH2:1]([O:8][CH2:9][CH2:10][N:11]1[CH:15]=[C:14]([C:16](OCC)=[O:17])[C:13]([O:21][CH:22]([CH3:24])[CH3:23])=[N:12]1)[C:2]1[CH:7]=[CH:6][CH:5]=[CH:4][CH:3]=1.[H-].[Al+3].[Li+].[H-].[H-].[H-].O.O.O.O.O.O.O.O.O.O.S([O-])([O-])(=O)=O.[Na+].[Na+]. The catalyst is O1CCCC1. The product is [CH2:1]([O:8][CH2:9][CH2:10][N:11]1[CH:15]=[C:14]([CH:16]=[O:17])[C:13]([O:21][CH:22]([CH3:24])[CH3:23])=[N:12]1)[C:2]1[CH:7]=[CH:6][CH:5]=[CH:4][CH:3]=1. The yield is 0.710. (5) The reactants are [H-].[Na+].CN(C)C=O.[CH2:8]([O:15][C:16]1[CH:32]=[CH:31][C:19]2[N:20]([CH2:29][CH3:30])[C:21](=[O:28])[CH:22]([CH3:27])[C:23](=[O:26])[N:24]([CH3:25])[C:18]=2[CH:17]=1)[C:9]1[CH:14]=[CH:13][CH:12]=[CH:11][CH:10]=1.[CH2:33](I)[CH2:34][CH2:35][CH3:36]. The catalyst is C(OCC)(=O)C. The product is [CH2:8]([O:15][C:16]1[CH:32]=[CH:31][C:19]2[N:20]([CH2:29][CH3:30])[C:21](=[O:28])[C:22]([CH2:33][CH2:34][CH2:35][CH3:36])([CH3:27])[C:23](=[O:26])[N:24]([CH3:25])[C:18]=2[CH:17]=1)[C:9]1[CH:10]=[CH:11][CH:12]=[CH:13][CH:14]=1. The yield is 0.890. (6) The reactants are [F:1][C:2]1[CH:7]=[CH:6][C:5]([S:8]([CH2:11][CH2:12][C:13]([OH:15])=O)(=O)=O)=[CH:4][CH:3]=1.C(Cl)(=O)C(Cl)=O.[Al+3].[Cl-].[Cl-].[Cl-].Cl. The catalyst is ClCCl.CN(C)C=O.O. The product is [F:1][C:2]1[CH:3]=[CH:4][C:5]2[S:8][CH2:11][CH2:12][C:13](=[O:15])[C:6]=2[CH:7]=1. The yield is 0.930.